From a dataset of TCR-epitope binding with 47,182 pairs between 192 epitopes and 23,139 TCRs. Binary Classification. Given a T-cell receptor sequence (or CDR3 region) and an epitope sequence, predict whether binding occurs between them. (1) The epitope is GTHWFVTQR. The TCR CDR3 sequence is CASTFRTANNEQFF. Result: 0 (the TCR does not bind to the epitope). (2) The epitope is KLGGALQAK. The TCR CDR3 sequence is CASSITGNTEAFF. Result: 1 (the TCR binds to the epitope). (3) The epitope is QASQEVKNW. The TCR CDR3 sequence is CASSDNPLVGGFTDTQYF. Result: 0 (the TCR does not bind to the epitope).